This data is from Experimentally validated miRNA-target interactions with 360,000+ pairs, plus equal number of negative samples. The task is: Binary Classification. Given a miRNA mature sequence and a target amino acid sequence, predict their likelihood of interaction. (1) The miRNA is mmu-miR-486a-5p with sequence UCCUGUACUGAGCUGCCCCGAG. The protein sequence of the target gene is MESEYREMLLLTGLDHITEEELKRFKYFALTEFQIARSTLDVADRTELADHLIQSAGAASAVTKAINIFQKLNYMHIANALEEKKKEAERKLMTNTKKRGTQKVENRSQAENCSAASATRSDNDFKEQAATEVCPQAKPQKKQMVAEQEAIREDLQKDPLVVTVLKAINPFECETQEGRQEIFHATVATETDFFFVKVLNAQFKDKFIPKRTIKISNYLWHSNFMEVTSSSVVVDVESNHEVPNNVVKRARETPRISKLKIQPCGTIVNGLFKVQKITEEKDRVLYGIHDKTGTMEVLVL.... Result: 1 (interaction). (2) The miRNA is mmu-miR-188-3p with sequence CUCCCACAUGCAGGGUUUGCA. The protein sequence of the target gene is MEHHCGLITSNKETVPLKNISVTLSINEFVAAVVATLNYENEEKVPLEATFVFPMDEDSAVYSFEALVDGKKIVAELQDKMKAHSEYEEALSQGHQAYLLEEDDYSRDVFSCNVGNLQPGAKVAVTLRYVQELPLETDGALRYLLPAILNPRYQLSEQSANSCLNIQKPTVPLEDLPYTLNMTATITSQHGIERVQSNCSLSPIQYLTDDKTSAQVSLTEGHKFDRDVELLIYYNEVHSPSVAVEMGMLDMKPDSLMGAPSAMVSFYPDIPEVEASKACGEFVFLMDRSGSMDSPMSTEN.... Result: 0 (no interaction). (3) The miRNA is hsa-miR-1252-5p with sequence AGAAGGAAAUUGAAUUCAUUUA. The protein sequence of the target gene is MATKTAGVGRWEVVKKGRRPGVGAGAGGRGGGRNRRALGEANGVWKYDLTPAIQTTSTLYERGFENIMKRQNKEQVPPPAVEPKKPGNKKQPKKVATPPNQNQKQGRFRSLEEALKALDVADLQKELDKSQSVFSGNPSIWLKDLASYLNYKLQAPLSEPTLSQHTHDYPYSLVSRELRGIIRGLLAKAAGSLELFFDHCLFTMLQELDKTPGESLHGYRICIQAILQDKPKIATANLGKFLELLRSHQSRPAKCLTIMWALGQAGFANLTEGLKVWLGIMLPVLGIKSLSPFAITYLDR.... Result: 1 (interaction). (4) The miRNA is hsa-miR-221-3p with sequence AGCUACAUUGUCUGCUGGGUUUC. The protein sequence of the target gene is MSGIGNKRAAGEPGTSMPPEKKAAVEDSGTTVETIKLGGVSSTEELDIRTLQTKNRKLAEMLDQRQAIEDELREHIEKLERRQATDDASLLIVNRYWSQFDENIRIILKRYDLEQGLGDLLTERKALVVPEPEPDSDSNQERKDDRERGEGQEPAFSFLATLASSSSEEMESQLQERVESSRRAVSQIVTVYDKLQEKVELLSRKLNSGDNLIVEEAVQELNSFLAQENMRLQELTDLLQEKHRTMSQEFSKLQSKVETAESRVSVLESMIDDLQWDIDKIRKREQRLNRHLAEVLERVN.... Result: 1 (interaction). (5) The miRNA is hsa-miR-299-3p with sequence UAUGUGGGAUGGUAAACCGCUU. The protein sequence of the target gene is MSAEGAEPGPGSGSGPGPGPLCPEHGQALSWFCGSERRPVCAACAGLGGRCRGHRIRRAEERAEELRNKIVDQCERLQLQSAAITKYVADVLPGKNQRAVSMASAARELVIQRLSLVRSLCESEEQRLLEQVHGEEERAHQSILTQRVHWAEALQKLDTIRTGLVGMLTHLDDLQLIQKEQEIFERTEEAEGILDPQESEMLNFNEKCTRSPLLTQLWATAVLGSLSGTEDIRIDERTVSPFLQLSDDRKTLTFSTKKSKACADGPERFDHWPNALAATSFQNGLHAWMVNVQNSCAYKV.... Result: 0 (no interaction). (6) The miRNA is hsa-miR-944 with sequence AAAUUAUUGUACAUCGGAUGAG. Result: 0 (no interaction). The protein sequence of the target gene is MPGRGRCPDCGSTELVEDSHYSQSQLVCSDCGCVVTEGVLTTTFSDEGNLREVTYSRSTGENEQVSRSQQRGLRRVRDLCRVLQLPPTFEDTAVAYYQQAYRHSGIRAARLQKKEVLVGCCVLITCRQHNWPLTMGAICTLLYADLDVFSSTYMQIVKLLGLDVPSLCLAELVKTYCSSFKLFQASPSVPAKYVEDKEKMLSRTMQLVELANETWLVTGRHPLPVITAATFLAWQSLQPADRLSCSLARFCKLANVDLPYPASSRLQELLAVLLRMAEQLAWLRVLRLDKRSVVKHIGDL.... (7) The miRNA is rno-miR-25-3p with sequence CAUUGCACUUGUCUCGGUCUGA. The protein sequence of the target gene is MLARTIQRFSVVAKRGYAAAAPAANANPEELRLTFASPDTAVFSNAVVKQVDVPTLAGMVGVLANHVPTIGVLKPGVVSVTTNEGTVQRLFVSSGTLSVNIDGSCQVLAEEVLKVEEIDESAARAELDAAQRASGEGSEVARAEAQIRAEVAEALIKAATNQQ. Result: 0 (no interaction).